This data is from NCI-60 drug combinations with 297,098 pairs across 59 cell lines. The task is: Regression. Given two drug SMILES strings and cell line genomic features, predict the synergy score measuring deviation from expected non-interaction effect. (1) Drug 1: C1=CC(=CC=C1CC(C(=O)O)N)N(CCCl)CCCl.Cl. Drug 2: CC1CCC2CC(C(=CC=CC=CC(CC(C(=O)C(C(C(=CC(C(=O)CC(OC(=O)C3CCCCN3C(=O)C(=O)C1(O2)O)C(C)CC4CCC(C(C4)OC)O)C)C)O)OC)C)C)C)OC. Cell line: A549. Synergy scores: CSS=35.4, Synergy_ZIP=-6.73, Synergy_Bliss=-8.21, Synergy_Loewe=-9.23, Synergy_HSA=-3.48. (2) Drug 1: C1CCN(CC1)CCOC2=CC=C(C=C2)C(=O)C3=C(SC4=C3C=CC(=C4)O)C5=CC=C(C=C5)O. Drug 2: CC1=C(C(CCC1)(C)C)C=CC(=CC=CC(=CC(=O)O)C)C. Cell line: NCI-H522. Synergy scores: CSS=0.308, Synergy_ZIP=-1.86, Synergy_Bliss=-3.59, Synergy_Loewe=-8.47, Synergy_HSA=-7.51. (3) Drug 1: CC1=C(C=C(C=C1)NC2=NC=CC(=N2)N(C)C3=CC4=NN(C(=C4C=C3)C)C)S(=O)(=O)N.Cl. Drug 2: CCN(CC)CCNC(=O)C1=C(NC(=C1C)C=C2C3=C(C=CC(=C3)F)NC2=O)C. Cell line: RXF 393. Synergy scores: CSS=0.885, Synergy_ZIP=-1.35, Synergy_Bliss=-1.79, Synergy_Loewe=-3.36, Synergy_HSA=-2.81. (4) Drug 1: C1CC(C1)(C(=O)O)C(=O)O.[NH2-].[NH2-].[Pt+2]. Drug 2: CC1CCC2CC(C(=CC=CC=CC(CC(C(=O)C(C(C(=CC(C(=O)CC(OC(=O)C3CCCCN3C(=O)C(=O)C1(O2)O)C(C)CC4CCC(C(C4)OC)OCCO)C)C)O)OC)C)C)C)OC. Cell line: SF-539. Synergy scores: CSS=16.2, Synergy_ZIP=-1.17, Synergy_Bliss=3.55, Synergy_Loewe=0.375, Synergy_HSA=-2.36. (5) Drug 1: CCCS(=O)(=O)NC1=C(C(=C(C=C1)F)C(=O)C2=CNC3=C2C=C(C=N3)C4=CC=C(C=C4)Cl)F. Drug 2: CC1=C2C(C(=O)C3(C(CC4C(C3C(C(C2(C)C)(CC1OC(=O)C(C(C5=CC=CC=C5)NC(=O)OC(C)(C)C)O)O)OC(=O)C6=CC=CC=C6)(CO4)OC(=O)C)OC)C)OC. Cell line: MALME-3M. Synergy scores: CSS=67.7, Synergy_ZIP=7.71, Synergy_Bliss=7.65, Synergy_Loewe=11.7, Synergy_HSA=12.8. (6) Drug 1: CC1(CCCN1)C2=NC3=C(C=CC=C3N2)C(=O)N. Drug 2: CCC1=C2CN3C(=CC4=C(C3=O)COC(=O)C4(CC)O)C2=NC5=C1C=C(C=C5)O. Cell line: SK-OV-3. Synergy scores: CSS=29.7, Synergy_ZIP=5.12, Synergy_Bliss=5.99, Synergy_Loewe=-22.5, Synergy_HSA=3.73. (7) Drug 1: CCC1=CC2CC(C3=C(CN(C2)C1)C4=CC=CC=C4N3)(C5=C(C=C6C(=C5)C78CCN9C7C(C=CC9)(C(C(C8N6C)(C(=O)OC)O)OC(=O)C)CC)OC)C(=O)OC.C(C(C(=O)O)O)(C(=O)O)O. Drug 2: CC1C(C(CC(O1)OC2CC(CC3=C2C(=C4C(=C3O)C(=O)C5=CC=CC=C5C4=O)O)(C(=O)C)O)N)O. Cell line: MDA-MB-435. Synergy scores: CSS=66.1, Synergy_ZIP=-2.84, Synergy_Bliss=-3.74, Synergy_Loewe=-2.72, Synergy_HSA=-0.176.